This data is from Peptide-MHC class I binding affinity with 185,985 pairs from IEDB/IMGT. The task is: Regression. Given a peptide amino acid sequence and an MHC pseudo amino acid sequence, predict their binding affinity value. This is MHC class I binding data. (1) The peptide sequence is RVPTVFHKK. The MHC is HLA-A02:12 with pseudo-sequence HLA-A02:12. The binding affinity (normalized) is 0.0847. (2) The MHC is HLA-B08:01 with pseudo-sequence HLA-B08:01. The peptide sequence is VNREGKIVGL. The binding affinity (normalized) is 0.0313. (3) The peptide sequence is SLLFREVWK. The MHC is HLA-A02:01 with pseudo-sequence HLA-A02:01. The binding affinity (normalized) is 0.0847. (4) The peptide sequence is KGMKIQHFK. The MHC is HLA-A02:03 with pseudo-sequence HLA-A02:03. The binding affinity (normalized) is 0.0847. (5) The peptide sequence is GEDIQLLKA. The MHC is HLA-B44:03 with pseudo-sequence HLA-B44:03. The binding affinity (normalized) is 0.271. (6) The binding affinity (normalized) is 0. The MHC is HLA-B07:02 with pseudo-sequence HLA-B07:02. The peptide sequence is ISPRTLNAW. (7) The peptide sequence is MTRGLLGSY. The MHC is HLA-A01:01 with pseudo-sequence HLA-A01:01. The binding affinity (normalized) is 0.422. (8) The peptide sequence is MRYFIGQPL. The MHC is HLA-B73:01 with pseudo-sequence HLA-B73:01. The binding affinity (normalized) is 0.650.